This data is from Full USPTO retrosynthesis dataset with 1.9M reactions from patents (1976-2016). The task is: Predict the reactants needed to synthesize the given product. (1) Given the product [Br:1][C:2]1[CH:3]=[CH:4][C:5](/[CH:6]=[CH:7]/[CH2:8][OH:9])=[CH:13][CH:14]=1, predict the reactants needed to synthesize it. The reactants are: [Br:1][C:2]1[CH:14]=[CH:13][C:5](/[CH:6]=[CH:7]/[C:8](OCC)=[O:9])=[CH:4][CH:3]=1.[H-].C([Al+]CC(C)C)C(C)C.Cl. (2) Given the product [C:1]([C:5]1[O:9][N:8]=[C:7]([NH:10][C:11]([NH:13][C:14]2[CH:19]=[CH:18][CH:17]=[C:16]([C:20]#[C:21][C:22]3[C:23]([NH:35][CH2:34][CH2:33][CH2:32][CH2:31][N:30]([CH3:36])[CH3:29])=[N:24][CH:25]=[N:26][CH:27]=3)[CH:15]=2)=[O:12])[CH:6]=1)([CH3:4])([CH3:3])[CH3:2], predict the reactants needed to synthesize it. The reactants are: [C:1]([C:5]1[O:9][N:8]=[C:7]([NH:10][C:11]([NH:13][C:14]2[CH:19]=[CH:18][CH:17]=[C:16]([C:20]#[C:21][C:22]3[C:23](Cl)=[N:24][CH:25]=[N:26][CH:27]=3)[CH:15]=2)=[O:12])[CH:6]=1)([CH3:4])([CH3:3])[CH3:2].[CH3:29][N:30]([CH3:36])[CH2:31][CH2:32][CH2:33][CH2:34][NH2:35]. (3) The reactants are: Cl.O=[C:3]1[NH:22]C2=NC=C(C3C=CC(C(=N)OCC)=CC=3)N=C2[N:4]1CCN1CCCCC1.[O:31]=[C:32]1[NH:48][C:35]2=[N:36][CH:37]=[C:38]([C:40]3[CH:47]=[CH:46][C:43]([C:44]#[N:45])=[CH:42][CH:41]=3)[N:39]=[C:34]2[N:33]1[CH2:49][CH2:50][N:51]1[CH2:56][CH2:55][CH2:54][CH2:53][CH2:52]1.Cl. Given the product [N:4]1[N:45]=[C:44]([C:43]2[CH:42]=[CH:41][C:40]([C:38]3[N:39]=[C:34]4[N:33]([CH2:49][CH2:50][N:51]5[CH2:52][CH2:53][CH2:54][CH2:55][CH2:56]5)[C:32](=[O:31])[NH:48][C:35]4=[N:36][CH:37]=3)=[CH:47][CH:46]=2)[NH:22][CH:3]=1, predict the reactants needed to synthesize it. (4) Given the product [CH2:24]([O:23][C:21](=[O:22])[CH2:20][C:17]1[CH:18]=[CH:19][C:14]([NH:13][C:11]2[C:10]([CH2:26][CH3:27])=[C:9]([CH3:28])[N:8]=[C:7]([C:5]3[S:6][C:2](/[CH:31]=[CH:30]/[C:29]([O:33][CH2:34][CH3:35])=[O:32])=[CH:3][CH:4]=3)[N:12]=2)=[CH:15][CH:16]=1)[CH3:25], predict the reactants needed to synthesize it. The reactants are: Br[C:2]1[S:6][C:5]([C:7]2[N:12]=[C:11]([NH:13][C:14]3[CH:19]=[CH:18][C:17]([CH2:20][C:21]([O:23][CH2:24][CH3:25])=[O:22])=[CH:16][CH:15]=3)[C:10]([CH2:26][CH3:27])=[C:9]([CH3:28])[N:8]=2)=[CH:4][CH:3]=1.[C:29]([O:33][CH3:34])(=[O:32])[CH:30]=[CH2:31].[C:35](=O)([O-])O.[Na+]. (5) Given the product [CH:14]1([S:13][CH:4]([C:5]2[CH:10]=[CH:9][C:8]([Cl:11])=[C:7]([Cl:12])[CH:6]=2)[C:3]([OH:19])=[O:2])[CH2:18][CH2:17][CH2:16][CH2:15]1, predict the reactants needed to synthesize it. The reactants are: C[O:2][C:3](=[O:19])[CH:4]([S:13][CH:14]1[CH2:18][CH2:17][CH2:16][CH2:15]1)[C:5]1[CH:10]=[CH:9][C:8]([Cl:11])=[C:7]([Cl:12])[CH:6]=1.[OH-].[K+]. (6) Given the product [CH:1]1([N:5]2[CH2:11][CH2:10][C:9]3[CH:12]=[CH:13][C:14]([CH:16]4[CH2:21][CH2:20][N:19]([C:23]5[CH:24]=[CH:25][C:26]([C:29]([O:31][C:32]([CH3:35])([CH3:34])[CH3:33])=[O:30])=[N:27][CH:28]=5)[CH2:18][CH2:17]4)=[CH:15][C:8]=3[CH2:7][CH2:6]2)[CH2:4][CH2:3][CH2:2]1, predict the reactants needed to synthesize it. The reactants are: [CH:1]1([N:5]2[CH2:11][CH2:10][C:9]3[CH:12]=[CH:13][C:14]([CH:16]4[CH2:21][CH2:20][NH:19][CH2:18][CH2:17]4)=[CH:15][C:8]=3[CH2:7][CH2:6]2)[CH2:4][CH2:3][CH2:2]1.Br[C:23]1[CH:24]=[CH:25][C:26]([C:29]([O:31][C:32]([CH3:35])([CH3:34])[CH3:33])=[O:30])=[N:27][CH:28]=1.C(=O)([O-])[O-].[Cs+].[Cs+].CC1(C)C2C(=C(P(C3C=CC=CC=3)C3C=CC=CC=3)C=CC=2)OC2C(P(C3C=CC=CC=3)C3C=CC=CC=3)=CC=CC1=2.